From a dataset of Catalyst prediction with 721,799 reactions and 888 catalyst types from USPTO. Predict which catalyst facilitates the given reaction. (1) Reactant: [H-].[Na+].[CH3:3][O:4][C:5](=[O:10])[CH2:6][C:7]([CH3:9])=[O:8].[Cl:11][C:12]1[CH:17]=[CH:16][C:15](F)=[C:14]([N+:19]([O-:21])=[O:20])[CH:13]=1.Cl. Product: [CH3:3][O:4][C:5](=[O:10])[C:6]([C:15]1[CH:16]=[CH:17][C:12]([Cl:11])=[CH:13][C:14]=1[N+:19]([O-:21])=[O:20])=[C:7]([OH:8])[CH3:9]. The catalyst class is: 136. (2) Reactant: [CH2:1]([O:8][C:9]1[CH:10]=[C:11]2[C:15](=[CH:16][CH:17]=1)[NH:14][CH:13]=[CH:12]2)[C:2]1[CH:7]=[CH:6][CH:5]=[CH:4][CH:3]=1.[C:18](O[C:18]([O:20][C:21]([CH3:24])([CH3:23])[CH3:22])=[O:19])([O:20][C:21]([CH3:24])([CH3:23])[CH3:22])=[O:19]. Product: [C:21]([O:20][C:18]([N:14]1[C:15]2[C:11](=[CH:10][C:9]([O:8][CH2:1][C:2]3[CH:3]=[CH:4][CH:5]=[CH:6][CH:7]=3)=[CH:17][CH:16]=2)[CH:12]=[CH:13]1)=[O:19])([CH3:24])([CH3:23])[CH3:22]. The catalyst class is: 172. (3) Reactant: [CH2:1]([O:3][C:4](=[O:20])[NH:5][C:6]1[CH:11]=[C:10]([C:12]([F:15])([F:14])[F:13])[N:9]=[C:8](Cl)[C:7]=1[N+:17]([O-:19])=[O:18])[CH3:2].[CH2:21]([NH2:28])[C:22]1[CH:27]=[CH:26][CH:25]=[CH:24][CH:23]=1.C(N(CC)CC)C. Product: [CH2:1]([O:3][C:4](=[O:20])[NH:5][C:6]1[CH:11]=[C:10]([C:12]([F:15])([F:14])[F:13])[N:9]=[C:8]([NH:28][CH2:21][C:22]2[CH:27]=[CH:26][CH:25]=[CH:24][CH:23]=2)[C:7]=1[N+:17]([O-:19])=[O:18])[CH3:2]. The catalyst class is: 7. (4) Reactant: [Br:1][C:2]1[CH:7]=[CH:6][C:5]([S:8]([CH3:11])(=[O:10])=[O:9])=[C:4](F)[CH:3]=1.CS(CCO)(=O)=[O:15].[H-].[Na+].Cl. Product: [Br:1][C:2]1[CH:7]=[CH:6][C:5]([S:8]([CH3:11])(=[O:10])=[O:9])=[C:4]([OH:15])[CH:3]=1. The catalyst class is: 3. (5) Reactant: [N+:1]([C:4]1[CH:5]=[N:6][NH:7][CH:8]=1)([O-:3])=[O:2].C([O-])([O-])=O.[Cs+].[Cs+].[C:15]([NH:22][CH2:23][CH2:24]Br)([O:17][C:18]([CH3:21])([CH3:20])[CH3:19])=[O:16]. Product: [N+:1]([C:4]1[CH:5]=[N:6][N:7]([CH2:24][CH2:23][NH:22][C:15](=[O:16])[O:17][C:18]([CH3:21])([CH3:20])[CH3:19])[CH:8]=1)([O-:3])=[O:2]. The catalyst class is: 496. (6) Reactant: [O:1]=[C:2]1[C:7]([CH2:8][C:9]2[CH:14]=[CH:13][C:12]([C:15]3[C:16]([C:21]#[N:22])=[CH:17][CH:18]=[CH:19][CH:20]=3)=[CH:11][CH:10]=2)=[C:6]([CH2:23][CH2:24][CH3:25])[N:5]2[N:26]=[CH:27][N:28]=[C:4]2[N:3]1[CH:29]1[CH2:41][CH2:40][C:32]2([O:36][C@H:35]3[CH2:37][CH2:38][CH2:39][C@H:34]3[O:33]2)[CH2:31][CH2:30]1.C([BH3-])#N.[Na+].O1CCCC1. Product: [OH:36][C@H:35]1[CH2:37][CH2:38][CH2:39][C@H:34]1[O:33][C@H:32]1[CH2:31][CH2:30][C@H:29]([N:3]2[C:2](=[O:1])[C:7]([CH2:8][C:9]3[CH:14]=[CH:13][C:12]([C:15]4[C:16]([C:21]#[N:22])=[CH:17][CH:18]=[CH:19][CH:20]=4)=[CH:11][CH:10]=3)=[C:6]([CH2:23][CH2:24][CH3:25])[N:5]3[N:26]=[CH:27][N:28]=[C:4]23)[CH2:41][CH2:40]1. The catalyst class is: 13. (7) Reactant: [N:1]([O-])=O.[Na+].[Cl:5][C:6]1[CH:12]=[CH:11][C:9]([NH2:10])=[CH:8][CH:7]=1. Product: [Cl-:5].[Cl:5][C:6]1[CH:12]=[CH:11][C:9]([N+:10]#[N:1])=[CH:8][CH:7]=1. The catalyst class is: 223.